From a dataset of Forward reaction prediction with 1.9M reactions from USPTO patents (1976-2016). Predict the product of the given reaction. (1) Given the reactants [CH3:1][O:2][C:3]1[CH:34]=[C:33]([O:35][CH3:36])[CH:32]=[CH:31][C:4]=1[CH2:5][N:6]([CH2:8][C:9]1[C:17]2[O:16][N:15]=[C:14]([CH2:18][CH2:19][CH:20]3[CH2:25][CH2:24][NH:23][CH2:22][CH2:21]3)[C:13]=2[CH:12]=[CH:11][C:10]=1[O:26][CH2:27][CH:28]1[CH2:30][CH2:29]1)[CH3:7].[Br:37][CH2:38][CH2:39][N:40]1[CH:44]=[CH:43][CH:42]=[N:41]1.C(N(CC)C(C)C)(C)C, predict the reaction product. The product is: [Br:37][CH2:38][CH2:39][N:40]1[CH:44]=[CH:43][CH:42]=[N:41]1.[CH3:1][O:2][C:3]1[CH:34]=[C:33]([O:35][CH3:36])[CH:32]=[CH:31][C:4]=1[CH2:5][N:6]([CH2:8][C:9]1[C:17]2[O:16][N:15]=[C:14]([CH2:18][CH2:19][CH:20]3[CH2:21][CH2:22][N:23]([CH2:38][CH2:39][N:40]4[CH:44]=[CH:43][CH:42]=[N:41]4)[CH2:24][CH2:25]3)[C:13]=2[CH:12]=[CH:11][C:10]=1[O:26][CH2:27][CH:28]1[CH2:30][CH2:29]1)[CH3:7]. (2) Given the reactants Cl[CH2:2][CH2:3][CH:4]1[CH2:12][CH2:11][CH2:10][C:9]2[N:8]([C:13]3[CH:18]=[CH:17][C:16]([Cl:19])=[C:15]([Cl:20])[CH:14]=3)[N:7]=[CH:6][C:5]1=2.C([O-])([O-])=O.[K+].[K+].[C:27]1([CH:33]2[CH2:38][CH2:37][NH:36][CH2:35][CH2:34]2)[CH:32]=[CH:31][CH:30]=[CH:29][CH:28]=1, predict the reaction product. The product is: [Cl:20][C:15]1[CH:14]=[C:13]([N:8]2[C:9]3[CH2:10][CH2:11][CH2:12][CH:4]([CH2:3][CH2:2][N:36]4[CH2:37][CH2:38][CH:33]([C:27]5[CH:32]=[CH:31][CH:30]=[CH:29][CH:28]=5)[CH2:34][CH2:35]4)[C:5]=3[CH:6]=[N:7]2)[CH:18]=[CH:17][C:16]=1[Cl:19]. (3) Given the reactants [CH2:1]([O:3][C:4]1[CH:5]=[C:6]([CH:9]=[CH:10][C:11]=1[OH:12])[CH:7]=[O:8])[CH3:2].Cl[CH2:14][C:15]([CH3:17])=[CH2:16].C(=O)([O-])[O-].[K+].[K+].O, predict the reaction product. The product is: [CH2:1]([O:3][C:4]1[CH:5]=[C:6]([CH:9]=[CH:10][C:11]=1[O:12][CH2:16][C:15]([CH3:17])=[CH2:14])[CH:7]=[O:8])[CH3:2]. (4) Given the reactants FC(F)COC1N(C)N=C(C(F)(F)F)C=1C(F)S(C1CC(C)(C)ON=1)(=O)=O.FC1C(C)(C)ON=C1S(CC1C(C(F)(F)F)=NN(C)N=1)(=O)=O.CC1(C)ON=C(S(C(F)C2C(C(F)(F)F)=NN(C)N=2)(=O)=O)C1.FC(F)COC1N(C)N=C(C(F)(F)F)C=1C(F)(F)S(C1CC(C)(C)ON=1)(=O)=O.[F:100][CH:101]([F:128])[CH2:102][O:103][C:104]1[N:108]([CH3:109])[N:107]=[C:106]([C:110]([F:113])([F:112])[F:111])[C:105]=1[C:114](F)(F)[S:115]([C:118]1[CH:122]([F:123])[C:121]([CH3:125])([CH3:124])[O:120][N:119]=1)(=[O:117])=[O:116].FC(F)(S(C1C(F)C(C)(C)ON=1)(=O)=O)C1C(C(F)(F)F)=NN(C)N=1, predict the reaction product. The product is: [F:128][CH:101]([F:100])[CH2:102][O:103][C:104]1[N:108]([CH3:109])[N:107]=[C:106]([C:110]([F:112])([F:113])[F:111])[C:105]=1[CH2:114][S:115]([C:118]1[CH:122]([F:123])[C:121]([CH3:124])([CH3:125])[O:120][N:119]=1)(=[O:117])=[O:116]. (5) Given the reactants C([C@H](NC(=O)C1C=C(C2C=CC=CC=2)C=C(N2CCCC2=O)C=1)[C@@H](O)C[C@H](C(=O)NCCC(C)(C)C)C)C1C=CC=CC=1.[O:44]=[C:45]1[CH2:49][CH2:48][CH2:47][N:46]1[C:50]1[CH:51]=[C:52]([CH:56]=[C:57]([N:59]2[CH2:63][CH2:62][CH2:61][C:60]2=[O:64])[CH:58]=1)[C:53](O)=[O:54].[CH:65]12[CH2:71][CH:68]([CH2:69][CH2:70]1)[CH2:67][CH:66]2[NH:72][C:73](=[O:88])[C@H:74]([CH3:87])[CH2:75][C@H:76]([OH:86])[C@@H:77]([NH2:85])[CH2:78][C:79]1[CH:84]=[CH:83][CH:82]=[CH:81][CH:80]=1, predict the reaction product. The product is: [CH2:78]([C@H:77]([NH:85][C:53](=[O:54])[C:52]1[CH:51]=[C:50]([N:46]2[CH2:47][CH2:48][CH2:49][C:45]2=[O:44])[CH:58]=[C:57]([N:59]2[CH2:63][CH2:62][CH2:61][C:60]2=[O:64])[CH:56]=1)[C@@H:76]([OH:86])[CH2:75][C@H:74]([C:73](=[O:88])[NH:72][CH:66]1[CH2:67][CH:68]2[CH2:71][CH:65]1[CH2:70][CH2:69]2)[CH3:87])[C:79]1[CH:80]=[CH:81][CH:82]=[CH:83][CH:84]=1. (6) Given the reactants [C:1]1([O:8][CH3:9])[C:2](=[CH:4][CH:5]=[CH:6][CH:7]=1)[OH:3].[H-].[Na+].[CH3:12][O:13][C:14](=[O:26])[C:15]1[C:16](=[C:21](I)[CH:22]=[CH:23][CH:24]=1)[C:17]([O:19][CH3:20])=[O:18], predict the reaction product. The product is: [CH3:12][O:13][C:14](=[O:26])[C:15]1[C:16](=[C:21]([O:3][C:2]2[CH:4]=[CH:5][CH:6]=[CH:7][C:1]=2[O:8][CH3:9])[CH:22]=[CH:23][CH:24]=1)[C:17]([O:19][CH3:20])=[O:18].